Dataset: Catalyst prediction with 721,799 reactions and 888 catalyst types from USPTO. Task: Predict which catalyst facilitates the given reaction. (1) Reactant: I[C:2]1[CH:7]=[CH:6][C:5]([C:8]2[O:9][C:10]([CH3:13])=[N:11][N:12]=2)=[CH:4][CH:3]=1.[CH3:14][C:15]1[CH:20]=[CH:19][C:18]([NH:21][C:22]([C:24]2[CH:28]=[CH:27][S:26][CH:25]=2)=[O:23])=[CH:17][C:16]=1B1OC(C)(C)C(C)(C)O1. The catalyst class is: 41. Product: [CH3:14][C:15]1[C:16]([C:2]2[CH:7]=[CH:6][C:5]([C:8]3[O:9][C:10]([CH3:13])=[N:11][N:12]=3)=[CH:4][CH:3]=2)=[CH:17][C:18]([NH:21][C:22]([C:24]2[CH:28]=[CH:27][S:26][CH:25]=2)=[O:23])=[CH:19][CH:20]=1. (2) Reactant: [CH3:1][C:2]1([CH3:25])[C:6]2[CH:7]=[N:8][C:9]3[C:10](=[CH:11][CH:12]=[C:13]4[C:22]=3[CH:21]=[C:20]3[C:15]([CH:16]=[CH:17][CH:18]=[CH:19]3)=[CH:14]4)[C:5]=2[C:4]([CH3:24])([CH3:23])[CH2:3]1.[Br:26]N1C(=O)CCC1=O. Product: [Br:26][C:14]1[C:13]2[C:22]([CH:21]=[C:20]3[C:15]=1[CH:16]=[CH:17][CH:18]=[CH:19]3)=[C:9]1[N:8]=[CH:7][C:6]3[C:2]([CH3:25])([CH3:1])[CH2:3][C:4]([CH3:24])([CH3:23])[C:5]=3[C:10]1=[CH:11][CH:12]=2. The catalyst class is: 3. (3) Reactant: Cl[S:2]([CH2:5][CH2:6][CH2:7][NH:8][C:9](=[O:11])[CH3:10])(=[O:4])=[O:3].[OH:12][CH2:13][C:14]([CH3:21])([CH3:20])[C:15]([O:17][CH2:18]C)=[O:16].C(N(CC)CC)C. Product: [C:9]([NH:8][CH2:7][CH2:6][CH2:5][S:2]([O:12][CH2:13][C:14]([CH3:21])([CH3:20])[C:15]([O:17][CH3:18])=[O:16])(=[O:4])=[O:3])(=[O:11])[CH3:10]. The catalyst class is: 154. (4) Reactant: [OH:1][CH2:2][CH2:3][CH2:4][CH2:5][CH2:6][NH:7][C:8](=[O:14])[O:9][C:10]([CH3:13])([CH3:12])[CH3:11].[N+](=[CH:17][C:18]([O:20][CH2:21][CH3:22])=[O:19])=[N-].C(=O)(O)[O-].[Na+]. Product: [C:10]([O:9][C:8]([NH:7][CH2:6][CH2:5][CH2:4][CH2:3][CH2:2][O:1][CH2:17][C:18]([O:20][CH2:21][CH3:22])=[O:19])=[O:14])([CH3:11])([CH3:13])[CH3:12]. The catalyst class is: 4. (5) Reactant: [Cl:1][C:2]1[CH:3]=[C:4]([NH:14][CH:15]2[CH2:20][CH2:19][O:18][CH2:17][CH2:16]2)[C:5]([CH2:12][CH3:13])=[C:6]([CH:11]=1)[C:7]([O:9][CH3:10])=[O:8].C=O.[C:23](O)(=O)C.C(O[BH-](OC(=O)C)OC(=O)C)(=O)C.[Na+].C([O-])(O)=O.[Na+]. Product: [Cl:1][C:2]1[CH:3]=[C:4]([N:14]([CH3:23])[CH:15]2[CH2:20][CH2:19][O:18][CH2:17][CH2:16]2)[C:5]([CH2:12][CH3:13])=[C:6]([CH:11]=1)[C:7]([O:9][CH3:10])=[O:8]. The catalyst class is: 325. (6) Reactant: [H-].[Na+].[Br:3][C:4]1[CH:5]=[C:6]([C:10]([OH:13])([CH3:12])[CH3:11])[CH:7]=[N:8][CH:9]=1.I[CH3:15].O. Product: [Br:3][C:4]1[CH:9]=[N:8][CH:7]=[C:6]([C:10]([O:13][CH3:15])([CH3:11])[CH3:12])[CH:5]=1. The catalyst class is: 9. (7) Reactant: [OH:1][CH:2]1[CH:8]([NH:9][C:10]([CH:12]([NH:17][C:18]([C:20]2[O:21][C:22]3[CH:28]=[CH:27][CH:26]=[CH:25][C:23]=3[CH:24]=2)=[O:19])[CH2:13][CH:14]([CH3:16])[CH3:15])=[O:11])[CH2:7][CH2:6][N:5]([CH3:29])[NH:4][CH2:3]1.[N:30]1[CH:35]=[CH:34][CH:33]=[CH:32][C:31]=1[C:36](O)=[O:37].CN(C(ON1N=NC2C=CC=CC1=2)=[N+](C)C)C.F[P-](F)(F)(F)(F)F.C(N(CC)CC)C. Product: [OH:1][CH:2]1[CH:8]([NH:9][C:10]([CH:12]([NH:17][C:18]([C:20]2[O:21][C:22]3[CH:28]=[CH:27][CH:26]=[CH:25][C:23]=3[CH:24]=2)=[O:19])[CH2:13][CH:14]([CH3:16])[CH3:15])=[O:11])[CH2:7][CH2:6][N:5]([CH3:29])[N:4]([C:36]([C:31]2[CH:32]=[CH:33][CH:34]=[CH:35][N:30]=2)=[O:37])[CH2:3]1. The catalyst class is: 3.